Task: Regression. Given a peptide amino acid sequence and an MHC pseudo amino acid sequence, predict their binding affinity value. This is MHC class I binding data.. Dataset: Peptide-MHC class I binding affinity with 185,985 pairs from IEDB/IMGT (1) The peptide sequence is QPQNGQFI. The MHC is H-2-Db with pseudo-sequence H-2-Db. The binding affinity (normalized) is 0.414. (2) The peptide sequence is SEAQMSIQLI. The binding affinity (normalized) is 0.684. The MHC is HLA-B44:02 with pseudo-sequence HLA-B44:02. (3) The peptide sequence is GRLLGEVEDGY. The MHC is Mamu-B08 with pseudo-sequence Mamu-B08. The binding affinity (normalized) is 0. (4) The peptide sequence is QTEPKTSVV. The MHC is HLA-A02:11 with pseudo-sequence HLA-A02:11. The binding affinity (normalized) is 0.0847. (5) The binding affinity (normalized) is 0.0847. The peptide sequence is MTRGLLGSY. The MHC is HLA-A02:12 with pseudo-sequence HLA-A02:12. (6) The peptide sequence is AEHDPWWAV. The MHC is HLA-A26:01 with pseudo-sequence HLA-A26:01. The binding affinity (normalized) is 0.0847. (7) The peptide sequence is PTEMVDVSM. The MHC is HLA-A02:02 with pseudo-sequence YFAMYGEKVAHTHVDTLYLRYHYYTWAVWAYTWY. The binding affinity (normalized) is 0.144. (8) The peptide sequence is ANKWYFAPR. The MHC is HLA-A31:01 with pseudo-sequence HLA-A31:01. The binding affinity (normalized) is 0.947.